Dataset: Forward reaction prediction with 1.9M reactions from USPTO patents (1976-2016). Task: Predict the product of the given reaction. Given the reactants [NH:1]1[CH2:6][CH2:5][O:4][CH2:3][CH2:2]1.Cl[C:8]1[CH:15]=[CH:14][C:11]([C:12]#[N:13])=[CH:10][CH:9]=1, predict the reaction product. The product is: [N:1]1([C:8]2[CH:15]=[CH:14][C:11]([C:12]#[N:13])=[CH:10][CH:9]=2)[CH2:6][CH2:5][O:4][CH2:3][CH2:2]1.